From a dataset of Reaction yield outcomes from USPTO patents with 853,638 reactions. Predict the reaction yield, written as a fraction of the theoretical maximum amount of product (1.0 means a 100% yield; for example, 0.34 means a 34% yield). (1) The reactants are [Cl:1][C:2]1[N:11]=[C:10](Cl)[C:9]2[C:4](=[CH:5][C:6]([Cl:13])=[CH:7][CH:8]=2)[N:3]=1.[CH2:14]([O:16][C:17]1[CH:18]=[C:19]([CH:28]=[CH:29][C:30]=1[O:31][CH3:32])[CH2:20][N:21]1[CH2:26][CH2:25][CH:24]([NH2:27])[CH2:23][CH2:22]1)[CH3:15]. The yield is 0.0300. The catalyst is CC(N(C)C)=O. The product is [Cl:1][C:2]1[N:11]=[C:10]([NH:27][CH:24]2[CH2:25][CH2:26][N:21]([CH2:20][C:19]3[CH:28]=[CH:29][C:30]([O:31][CH3:32])=[C:17]([O:16][CH2:14][CH3:15])[CH:18]=3)[CH2:22][CH2:23]2)[C:9]2[C:4](=[CH:5][C:6]([Cl:13])=[CH:7][CH:8]=2)[N:3]=1. (2) The reactants are [CH2:1]([O:8][C:9]([N:11]1[CH:16]([C:17]([F:20])([F:19])[F:18])[CH2:15][CH2:14][CH:13]([C:21](O)=[O:22])[CH2:12]1)=[O:10])[C:2]1[CH:7]=[CH:6][CH:5]=[CH:4][CH:3]=1.CCN(CC)CC.[Cl:31][C:32]1[C:33]([CH2:38][NH2:39])=[N:34][CH:35]=[CH:36][N:37]=1.CN(C(ON1N=NC2C=CC=NC1=2)=[N+](C)C)C.F[P-](F)(F)(F)(F)F. The catalyst is C(Cl)Cl.O. The product is [Cl:31][C:32]1[C:33]([CH2:38][NH:39][C:21]([CH:13]2[CH2:12][N:11]([C:9]([O:8][CH2:1][C:2]3[CH:3]=[CH:4][CH:5]=[CH:6][CH:7]=3)=[O:10])[CH:16]([C:17]([F:18])([F:20])[F:19])[CH2:15][CH2:14]2)=[O:22])=[N:34][CH:35]=[CH:36][N:37]=1. The yield is 1.00. (3) The reactants are Br[C:2]1[C:3]([NH:9][CH2:10][C:11]([O:13]CC)=O)=[N:4][CH:5]=[C:6]([Br:8])[N:7]=1.[CH3:16][O:17][C@H:18]1[CH2:23][CH2:22][C@H:21]([CH2:24][NH2:25])[CH2:20][CH2:19]1.C(N(C(C)C)CC)(C)C.O. The catalyst is CS(C)=O. The product is [Br:8][C:6]1[N:7]=[C:2]2[N:25]([CH2:24][C@H:21]3[CH2:22][CH2:23][C@H:18]([O:17][CH3:16])[CH2:19][CH2:20]3)[C:11](=[O:13])[CH2:10][NH:9][C:3]2=[N:4][CH:5]=1. The yield is 0.760. (4) The reactants are [CH2:1]([OH:4])[CH2:2][OH:3].C(N(CC)CC)C.[C:12]([Si:16](Cl)([CH3:18])[CH3:17])([CH3:15])([CH3:14])[CH3:13]. The catalyst is C(Cl)Cl. The product is [Si:16]([O:3][CH2:2][CH2:1][OH:4])([C:12]([CH3:15])([CH3:14])[CH3:13])([CH3:18])[CH3:17]. The yield is 0.900. (5) The catalyst is [Cl-].C([N+](CCCC)(CCCC)CCCC)CCC.CN(C)C=O.C(OCC)(=O)C.C([O-])(=O)C.[Pd+2].C([O-])(=O)C. The product is [CH3:30][C:25]1([CH3:29])[CH2:24][C:23]2([CH2:31][CH2:32][CH2:33][N:21]([CH:18]3[CH2:19][CH2:20][N:15]([C:13]([C:12]4[CH:11]=[CH:10][S:9][C:8]=4[NH:7][C:6]([NH:45][CH2:43][CH3:44])=[O:5])=[O:14])[CH2:16][CH2:17]3)[CH2:22]2)[C:27](=[O:28])[O:26]1. The reactants are C([O:5][C:6](=O)[NH:7][C:8]1[S:9][C:10](Br)=[CH:11][C:12]=1[C:13]([N:15]1[CH2:20][CH2:19][CH:18]([N:21]2[CH2:33][CH2:32][CH2:31][C:23]3([C:27](=[O:28])[O:26][C:25]([CH3:30])([CH3:29])[CH2:24]3)[CH2:22]2)[CH2:17][CH2:16]1)=[O:14])(C)(C)C.C(OCC)(=O)C=C.[CH2:43]([N:45](CC)CC)[CH3:44].C(N=C=O)C. The yield is 0.0600. (6) The reactants are [Cl:1][CH2:2][CH2:3][C:4]([C:6]1[CH:11]=[CH:10][CH:9]=[CH:8][CH:7]=1)=[O:5].[CH2:12]([Mg]Br)[CH:13]=[CH2:14]. The catalyst is C1COCC1. The product is [Cl:1][CH2:2][CH2:3][C:4]([C:6]1[CH:11]=[CH:10][CH:9]=[CH:8][CH:7]=1)([OH:5])[CH2:14][CH:13]=[CH2:12]. The yield is 0.860. (7) The reactants are P(C(C)(C)C)(C(C)(C)C)C(C)(C)C.CCCCCC.O(C(C)(C)C)[Na].[CH3:26][O:27][C:28]1[CH:29]=[CH:30][C:31]2[CH2:32][C@H:33]3[NH:44][CH2:43][CH2:42][C@@:39]4([C:40]=2[CH:41]=1)[C@H:34]3[CH2:35][CH2:36][CH2:37][CH2:38]4.[N+:45]([C:48]1[CH:53]=[CH:52][C:51](Br)=[CH:50][CH:49]=1)([O-:47])=[O:46]. The catalyst is C1(C)C=CC=CC=1.C(Cl)Cl.CC([O-])=O.CC([O-])=O.[Pd+2]. The product is [CH3:26][O:27][C:28]1[CH:29]=[CH:30][C:31]2[CH2:32][C@H:33]3[N:44]([C:51]4[CH:52]=[CH:53][C:48]([N+:45]([O-:47])=[O:46])=[CH:49][CH:50]=4)[CH2:43][CH2:42][C@@:39]4([C:40]=2[CH:41]=1)[C@H:34]3[CH2:35][CH2:36][CH2:37][CH2:38]4. The yield is 0.300. (8) The reactants are N1(C2C3C(=CC=CC=3)NC=2)CCOCC1.[N:16]1([C:22]2[C:30]3[C:25](=[CH:26][CH:27]=[CH:28][CH:29]=3)[N:24]([Si](C(C)C)(C(C)C)C(C)C)[CH:23]=2)[CH2:21][CH2:20][CH2:19][CH2:18][CH2:17]1.[F-].C([N+](CCCC)(CCCC)CCCC)CCC. No catalyst specified. The product is [N:16]1([C:22]2[C:30]3[C:25](=[CH:26][CH:27]=[CH:28][CH:29]=3)[NH:24][CH:23]=2)[CH2:17][CH2:18][CH2:19][CH2:20][CH2:21]1. The yield is 0.710. (9) The reactants are [NH2:1][NH2:2].Cl[C:4]1[C:13]2[C:8](=[CH:9][CH:10]=[CH:11][CH:12]=2)[C:7]([C:14]2[CH:15]=[N:16][C:17]([O:20][CH3:21])=[CH:18][CH:19]=2)=[N:6][N:5]=1.[CH2:22](O)C. No catalyst specified. The product is [CH3:21][O:20][C:17]1[N:16]=[CH:15][C:14]([C:7]2[C:8]3[C:13](=[CH:12][CH:11]=[CH:10][CH:9]=3)[C:4]3=[N:5][N:6]=[CH:22][N:2]3[N:1]=2)=[CH:19][CH:18]=1. The yield is 0.510.